This data is from Full USPTO retrosynthesis dataset with 1.9M reactions from patents (1976-2016). The task is: Predict the reactants needed to synthesize the given product. (1) Given the product [Br:2][C:3]1[N:8]2[CH:9]=[C:10]([C:12]([O:14][CH2:15][CH3:16])=[O:13])[N:11]=[C:7]2[C:6]([N:17]2[CH2:22][CH2:21][N:20]([C:23]([O:25][C:26]([CH3:29])([CH3:28])[CH3:27])=[O:24])[CH2:19][CH2:18]2)=[N:5][CH:4]=1, predict the reactants needed to synthesize it. The reactants are: Br.[Br:2][C:3]1[N:8]2[CH:9]=[C:10]([C:12]([O:14][CH2:15][CH3:16])=[O:13])[N:11]=[C:7]2[C:6]([N:17]2[CH2:22][CH2:21][NH:20][CH2:19][CH2:18]2)=[N:5][CH:4]=1.[C:23](O[C:23]([O:25][C:26]([CH3:29])([CH3:28])[CH3:27])=[O:24])([O:25][C:26]([CH3:29])([CH3:28])[CH3:27])=[O:24].CC(C)=O. (2) Given the product [Cl:1][C:2]1[CH:19]=[CH:18][C:5]([N:6]([CH3:17])[S:7]([C:10]2[CH:11]=[CH:12][C:13]([CH3:16])=[CH:14][CH:15]=2)(=[O:8])=[O:9])=[C:4]([S:20]([CH3:21])=[O:28])[CH:3]=1, predict the reactants needed to synthesize it. The reactants are: [Cl:1][C:2]1[CH:19]=[CH:18][C:5]([N:6]([CH3:17])[S:7]([C:10]2[CH:15]=[CH:14][C:13]([CH3:16])=[CH:12][CH:11]=2)(=[O:9])=[O:8])=[C:4]([S:20][CH3:21])[CH:3]=1.O.OO.C([O:28]C(C)C)(C)C.